From a dataset of Full USPTO retrosynthesis dataset with 1.9M reactions from patents (1976-2016). Predict the reactants needed to synthesize the given product. (1) The reactants are: C([N:8]1[CH2:13][CH2:12][C:11]([CH2:15][O:16][C:17]2[C:22]([CH:23]3[CH2:25][CH2:24]3)=[CH:21][N:20]3[CH:26]=[N:27][N:28]=[C:19]3[CH:18]=2)([CH3:14])[CH2:10][CH2:9]1)C1C=CC=CC=1.C([O-])=O.[NH4+]. Given the product [CH:23]1([C:22]2[C:17]([O:16][CH2:15][C:11]3([CH3:14])[CH2:12][CH2:13][NH:8][CH2:9][CH2:10]3)=[CH:18][C:19]3[N:20]([CH:26]=[N:27][N:28]=3)[CH:21]=2)[CH2:25][CH2:24]1, predict the reactants needed to synthesize it. (2) Given the product [Cl:20][C:21]1[CH:26]=[CH:25][N:24]=[CH:23][C:22]=1[C:2]1[CH:3]=[N:4][C:5]2[N:6]([CH:8]=[C:9]([CH2:11][O:12][C:13]3[CH:18]=[CH:17][C:16]([F:19])=[CH:15][CH:14]=3)[N:10]=2)[CH:7]=1, predict the reactants needed to synthesize it. The reactants are: Br[C:2]1[CH:3]=[N:4][C:5]2[N:6]([CH:8]=[C:9]([CH2:11][O:12][C:13]3[CH:18]=[CH:17][C:16]([F:19])=[CH:15][CH:14]=3)[N:10]=2)[CH:7]=1.[Cl:20][C:21]1[CH:26]=[CH:25][N:24]=[CH:23][C:22]=1B(O)O. (3) Given the product [Cl:6][C:7]1[CH:15]=[C:14]2[C:10]([C:11]([CH:19]=[O:20])=[CH:12][NH:13]2)=[CH:9][C:8]=1[F:16], predict the reactants needed to synthesize it. The reactants are: O=P(Cl)(Cl)Cl.[Cl:6][C:7]1[CH:15]=[C:14]2[C:10]([CH:11]=[CH:12][NH:13]2)=[CH:9][C:8]=1[F:16].CN(C)[CH:19]=[O:20]. (4) Given the product [F:1][C:2]1[CH:3]=[CH:4][C:5]([CH:8]2[CH2:10][C@@:9]2([CH3:16])[C:11]([OH:13])=[O:12])=[CH:6][CH:7]=1, predict the reactants needed to synthesize it. The reactants are: [F:1][C:2]1[CH:7]=[CH:6][C:5]([CH:8]2[CH2:10][C@@:9]2([CH3:16])[C:11]([O:13]CC)=[O:12])=[CH:4][CH:3]=1.[OH-].[K+].Cl. (5) Given the product [CH2:1]([N:8]1[C:13](=[O:14])[CH2:12][O:11][C:10]([CH3:16])([CH3:15])[C@H:9]1[C:17]([O:19][CH2:20][C:21]1[CH:26]=[CH:25][CH:24]=[CH:23][CH:22]=1)=[O:18])[C:2]1[CH:7]=[CH:6][CH:5]=[CH:4][CH:3]=1, predict the reactants needed to synthesize it. The reactants are: [CH2:1]([N:8]1[C:13](=[O:14])[CH2:12][O:11][C:10]([CH3:16])([CH3:15])[C@H:9]1[C:17]([OH:19])=[O:18])[C:2]1[CH:7]=[CH:6][CH:5]=[CH:4][CH:3]=1.[CH2:20](Br)[C:21]1[CH:26]=[CH:25][CH:24]=[CH:23][CH:22]=1.